This data is from Catalyst prediction with 721,799 reactions and 888 catalyst types from USPTO. The task is: Predict which catalyst facilitates the given reaction. (1) Reactant: [Br:1][C:2]1[CH:3]=[N:4][C:5](Cl)=[C:6]([CH:9]=1)[CH:7]=[O:8].[CH3:11][CH:12]1[CH2:16][CH2:15][NH:14][CH2:13]1.C(=O)([O-])[O-].[Na+].[Na+]. Product: [Br:1][C:2]1[CH:3]=[N:4][C:5]([N:14]2[CH2:15][CH2:16][CH:12]([CH3:11])[CH2:13]2)=[C:6]([CH:9]=1)[CH:7]=[O:8]. The catalyst class is: 58. (2) Reactant: [CH3:1][O:2][C:3]1[CH:38]=[CH:37][C:6]([CH2:7][O:8][CH2:9][CH2:10][CH2:11][C@@:12]2([C:31]3[CH:36]=[CH:35][CH:34]=[CH:33][CH:32]=3)[O:17][C:16](=[O:18])[N:15]([C@H:19]([C:21]3[CH:26]=[CH:25][C:24]([CH2:27][C:28]([OH:30])=[O:29])=[CH:23][CH:22]=3)[CH3:20])[CH2:14][CH2:13]2)=[CH:5][CH:4]=1.[C:39]([O-])([O-])=O.[K+].[K+].CI. Product: [CH3:1][O:2][C:3]1[CH:38]=[CH:37][C:6]([CH2:7][O:8][CH2:9][CH2:10][CH2:11][C@@:12]2([C:31]3[CH:32]=[CH:33][CH:34]=[CH:35][CH:36]=3)[O:17][C:16](=[O:18])[N:15]([C@H:19]([C:21]3[CH:22]=[CH:23][C:24]([CH2:27][C:28]([O:30][CH3:39])=[O:29])=[CH:25][CH:26]=3)[CH3:20])[CH2:14][CH2:13]2)=[CH:5][CH:4]=1. The catalyst class is: 3.